Dataset: Merck oncology drug combination screen with 23,052 pairs across 39 cell lines. Task: Regression. Given two drug SMILES strings and cell line genomic features, predict the synergy score measuring deviation from expected non-interaction effect. (1) Drug 1: O=S1(=O)NC2(CN1CC(F)(F)F)C1CCC2Cc2cc(C=CCN3CCC(C(F)(F)F)CC3)ccc2C1. Drug 2: C=CCn1c(=O)c2cnc(Nc3ccc(N4CCN(C)CC4)cc3)nc2n1-c1cccc(C(C)(C)O)n1. Cell line: SKMES1. Synergy scores: synergy=11.7. (2) Drug 1: COC1CC2CCC(C)C(O)(O2)C(=O)C(=O)N2CCCCC2C(=O)OC(C(C)CC2CCC(OP(C)(C)=O)C(OC)C2)CC(=O)C(C)C=C(C)C(O)C(OC)C(=O)C(C)CC(C)C=CC=CC=C1C. Drug 2: CCC1(O)C(=O)OCc2c1cc1n(c2=O)Cc2cc3c(CN(C)C)c(O)ccc3nc2-1. Cell line: OVCAR3. Synergy scores: synergy=9.86. (3) Drug 1: CCC1(O)CC2CN(CCc3c([nH]c4ccccc34)C(C(=O)OC)(c3cc4c(cc3OC)N(C)C3C(O)(C(=O)OC)C(OC(C)=O)C5(CC)C=CCN6CCC43C65)C2)C1. Drug 2: NC1(c2ccc(-c3nc4ccn5c(=O)[nH]nc5c4cc3-c3ccccc3)cc2)CCC1. Cell line: OCUBM. Synergy scores: synergy=-6.89. (4) Drug 1: CC1CC2C3CCC4=CC(=O)C=CC4(C)C3(F)C(O)CC2(C)C1(O)C(=O)CO. Drug 2: CS(=O)(=O)CCNCc1ccc(-c2ccc3ncnc(Nc4ccc(OCc5cccc(F)c5)c(Cl)c4)c3c2)o1. Cell line: VCAP. Synergy scores: synergy=-29.5. (5) Drug 1: C=CCn1c(=O)c2cnc(Nc3ccc(N4CCN(C)CC4)cc3)nc2n1-c1cccc(C(C)(C)O)n1. Drug 2: CCc1c2c(nc3ccc(O)cc13)-c1cc3c(c(=O)n1C2)COC(=O)C3(O)CC. Cell line: T47D. Synergy scores: synergy=-18.7. (6) Drug 1: Nc1ccn(C2OC(CO)C(O)C2(F)F)c(=O)n1. Drug 2: CC1(c2nc3c(C(N)=O)cccc3[nH]2)CCCN1. Cell line: SKOV3. Synergy scores: synergy=0.976. (7) Drug 1: COC12C(COC(N)=O)C3=C(C(=O)C(C)=C(N)C3=O)N1CC1NC12. Drug 2: N#Cc1ccc(Cn2cncc2CN2CCN(c3cccc(Cl)c3)C(=O)C2)cc1. Cell line: NCIH520. Synergy scores: synergy=-12.2. (8) Drug 1: C#Cc1cccc(Nc2ncnc3cc(OCCOC)c(OCCOC)cc23)c1. Drug 2: CC(C)CC(NC(=O)C(Cc1ccccc1)NC(=O)c1cnccn1)B(O)O. Cell line: ES2. Synergy scores: synergy=-22.6. (9) Synergy scores: synergy=34.8. Cell line: VCAP. Drug 1: Cc1nc(Nc2ncc(C(=O)Nc3c(C)cccc3Cl)s2)cc(N2CCN(CCO)CC2)n1. Drug 2: Cn1cc(-c2cnn3c(N)c(Br)c(C4CCCNC4)nc23)cn1. (10) Drug 1: C#Cc1cccc(Nc2ncnc3cc(OCCOC)c(OCCOC)cc23)c1. Drug 2: CCC1(O)C(=O)OCc2c1cc1n(c2=O)Cc2cc3c(CN(C)C)c(O)ccc3nc2-1. Cell line: OCUBM. Synergy scores: synergy=4.76.